Dataset: Forward reaction prediction with 1.9M reactions from USPTO patents (1976-2016). Task: Predict the product of the given reaction. Given the reactants [Br:1][C:2]1[C:7]([F:8])=[CH:6][CH:5]=[C:4]([N+:9]([O-:11])=[O:10])[C:3]=1[OH:12].C([O-])([O-])=O.[K+].[K+].[Na+].[I-].Cl[CH2:22][C:23](=[O:25])[CH3:24], predict the reaction product. The product is: [Br:1][C:2]1[C:7]([F:8])=[CH:6][CH:5]=[C:4]([N+:9]([O-:11])=[O:10])[C:3]=1[O:12][CH2:22][C:23]([CH3:24])=[O:25].